Dataset: Full USPTO retrosynthesis dataset with 1.9M reactions from patents (1976-2016). Task: Predict the reactants needed to synthesize the given product. (1) Given the product [CH3:20][O:19][C:4]1[CH:3]=[C:2]([B:21]2[O:25][C:24]([CH3:27])([CH3:26])[C:23]([CH3:29])([CH3:28])[O:22]2)[CH:7]=[CH:6][C:5]=1[NH:8][C:9](=[O:18])[O:10][CH2:11][C:12]1[CH:17]=[CH:16][CH:15]=[CH:14][CH:13]=1, predict the reactants needed to synthesize it. The reactants are: Br[C:2]1[CH:7]=[CH:6][C:5]([NH:8][C:9](=[O:18])[O:10][CH2:11][C:12]2[CH:17]=[CH:16][CH:15]=[CH:14][CH:13]=2)=[C:4]([O:19][CH3:20])[CH:3]=1.[B:21]1([B:21]2[O:25][C:24]([CH3:27])([CH3:26])[C:23]([CH3:29])([CH3:28])[O:22]2)[O:25][C:24]([CH3:27])([CH3:26])[C:23]([CH3:29])([CH3:28])[O:22]1.ClCCl.C([O-])(=O)C.[K+]. (2) Given the product [N:10]1[CH:15]=[CH:14][CH:13]=[CH:12][C:11]=1[C:16]1[N:17]=[N:9][C:5]([CH2:4][CH2:3][OH:18])=[N:20][N:19]=1, predict the reactants needed to synthesize it. The reactants are: Cl.O[CH2:3][CH2:4][C:5](=[NH:9])OCC.[N:10]1[CH:15]=[CH:14][CH:13]=[CH:12][C:11]=1[C:16]#[N:17].[OH2:18].[NH2:19][NH2:20].N([O-])=O.[Na+].Cl.